This data is from Catalyst prediction with 721,799 reactions and 888 catalyst types from USPTO. The task is: Predict which catalyst facilitates the given reaction. (1) The catalyst class is: 1. Product: [CH2:21]([O:28][C:29](=[O:30])[N:31]([CH3:32])[CH2:35][CH2:34][NH:5][C:3](=[O:4])[C:2]([F:11])([F:10])[F:1])[C:22]1[CH:23]=[CH:24][CH:25]=[CH:26][CH:27]=1. Reactant: [F:1][C:2]([F:11])([F:10])[C:3]([NH:5]CCNC)=[O:4].CCN(C(C)C)C(C)C.[CH2:21]([O:28][C:29]([N:31]1[C:35](=O)[CH2:34]C[C:32]1=O)=[O:30])[C:22]1[CH:27]=[CH:26][CH:25]=[CH:24][CH:23]=1. (2) Reactant: C1C(=O)N([Cl:8])C(=O)C1.[N:9]1[CH:14]=[CH:13][CH:12]=[CH:11][C:10]=1[C:15]1[CH:20]=[CH:19][N:18]=[C:17]([N:21]2[CH2:26][CH2:25][CH:24]([NH:27][S:28]([CH3:31])(=[O:30])=[O:29])[CH2:23][CH2:22]2)[N:16]=1. Product: [Cl:8][C:20]1[C:15]([C:10]2[CH:11]=[CH:12][CH:13]=[CH:14][N:9]=2)=[N:16][C:17]([N:21]2[CH2:22][CH2:23][CH:24]([NH:27][S:28]([CH3:31])(=[O:30])=[O:29])[CH2:25][CH2:26]2)=[N:18][CH:19]=1. The catalyst class is: 52. (3) Reactant: [C:1]([O:5][C:6]([N:8]1[C:19]2[C:11](=[C:12]3[C:16](=[CH:17][CH:18]=2)[NH:15][CH:14]([C:20]([OH:22])=[O:21])[CH2:13]3)[CH:10]=[CH:9]1)=[O:7])([CH3:4])([CH3:3])[CH3:2].N(C(OCC)=O)=NC(OCC)=O.C1(P(C2C=CC=CC=2)C2C=CC=CC=2)C=CC=CC=1.[N+:54]([C:57]1[CH:62]=[CH:61][C:60]([CH2:63][CH2:64]O)=[CH:59][CH:58]=1)([O-:56])=[O:55]. Product: [C:1]([O:5][C:6]([N:8]1[C:19]2[C:11](=[C:12]3[C:16](=[CH:17][CH:18]=2)[NH:15][CH:14]([C:20]([O:22][CH2:64][CH2:63][C:60]2[CH:59]=[CH:58][C:57]([N+:54]([O-:56])=[O:55])=[CH:62][CH:61]=2)=[O:21])[CH2:13]3)[CH:10]=[CH:9]1)=[O:7])([CH3:4])([CH3:2])[CH3:3]. The catalyst class is: 385. (4) Reactant: [N+:1]([C:4]1[CH:14]=[CH:13][CH:12]=[CH:11][C:5]=1[CH:6]=[CH:7][C:8]([OH:10])=[O:9])([O-:3])=[O:2].S(=O)(=O)(O)O.[C:20](=O)(O)[O-].[Na+]. Product: [N+:1]([C:4]1[CH:14]=[CH:13][CH:12]=[CH:11][C:5]=1[CH:6]=[CH:7][C:8]([O:10][CH3:20])=[O:9])([O-:3])=[O:2]. The catalyst class is: 5. (5) Reactant: [Cl:1][C:2]1[CH:3]=[C:4]([CH:22]=[CH:23][C:24]=1[Cl:25])[CH:5]=[CH:6][C:7]1=[N:8][CH2:9][CH2:10][N:11]([CH2:18][C:19]([OH:21])=O)[C:12]2[CH:17]=[CH:16][CH:15]=[CH:14][C:13]1=2.[ClH:26].CN(C)CCCN=C=NCC.O.ON1C2C=CC=CC=2N=N1.[CH3:49][O:50][CH2:51][CH2:52][NH2:53]. Product: [ClH:1].[ClH:26].[Cl:1][C:2]1[CH:3]=[C:4]([CH:22]=[CH:23][C:24]=1[Cl:25])[CH:5]=[CH:6][C:7]1=[N:8][CH2:9][CH2:10][N:11]([CH2:18][C:19]([NH:53][CH2:52][CH2:51][O:50][CH3:49])=[O:21])[C:12]2[CH:17]=[CH:16][CH:15]=[CH:14][C:13]1=2. The catalyst class is: 4. (6) The catalyst class is: 499. Product: [N+:9]([C:3]1[C:4](=[O:8])[N:5]([CH3:14])[CH:6]=[CH:7][C:2]=1[OH:1])([O-:11])=[O:10]. Reactant: [OH:1][C:2]1[CH:7]=[CH:6][NH:5][C:4](=[O:8])[C:3]=1[N+:9]([O-:11])=[O:10].[H-].[Na+].[CH3:14]I.[NH4+].[Cl-].Cl.